This data is from NCI-60 drug combinations with 297,098 pairs across 59 cell lines. The task is: Regression. Given two drug SMILES strings and cell line genomic features, predict the synergy score measuring deviation from expected non-interaction effect. (1) Drug 1: C1CC(=O)NC(=O)C1N2CC3=C(C2=O)C=CC=C3N. Drug 2: COCCOC1=C(C=C2C(=C1)C(=NC=N2)NC3=CC=CC(=C3)C#C)OCCOC.Cl. Cell line: HOP-92. Synergy scores: CSS=10.6, Synergy_ZIP=-1.56, Synergy_Bliss=2.66, Synergy_Loewe=4.87, Synergy_HSA=4.91. (2) Drug 1: C1=NC(=NC(=O)N1C2C(C(C(O2)CO)O)O)N. Drug 2: CC1C(C(CC(O1)OC2CC(OC(C2O)C)OC3=CC4=CC5=C(C(=O)C(C(C5)C(C(=O)C(C(C)O)O)OC)OC6CC(C(C(O6)C)O)OC7CC(C(C(O7)C)O)OC8CC(C(C(O8)C)O)(C)O)C(=C4C(=C3C)O)O)O)O. Cell line: RPMI-8226. Synergy scores: CSS=45.7, Synergy_ZIP=1.11, Synergy_Bliss=1.45, Synergy_Loewe=-12.8, Synergy_HSA=0.840. (3) Drug 1: CC1CC(C(C(C=C(C(C(C=CC=C(C(=O)NC2=CC(=O)C(=C(C1)C2=O)OC)C)OC)OC(=O)N)C)C)O)OC. Drug 2: CCC1=C2CN3C(=CC4=C(C3=O)COC(=O)C4(CC)O)C2=NC5=C1C=C(C=C5)O. Cell line: SW-620. Synergy scores: CSS=80.1, Synergy_ZIP=7.74, Synergy_Bliss=7.01, Synergy_Loewe=5.72, Synergy_HSA=9.89. (4) Drug 1: C1CN(P(=O)(OC1)NCCCl)CCCl. Drug 2: CCC1(C2=C(COC1=O)C(=O)N3CC4=CC5=C(C=CC(=C5CN(C)C)O)N=C4C3=C2)O.Cl. Cell line: SK-OV-3. Synergy scores: CSS=6.66, Synergy_ZIP=-0.767, Synergy_Bliss=2.57, Synergy_Loewe=-34.7, Synergy_HSA=-5.61. (5) Drug 1: CC(C1=C(C=CC(=C1Cl)F)Cl)OC2=C(N=CC(=C2)C3=CN(N=C3)C4CCNCC4)N. Drug 2: COC1=C(C=C2C(=C1)N=CN=C2NC3=CC(=C(C=C3)F)Cl)OCCCN4CCOCC4. Cell line: HCT116. Synergy scores: CSS=29.4, Synergy_ZIP=-3.17, Synergy_Bliss=5.21, Synergy_Loewe=4.32, Synergy_HSA=6.32. (6) Drug 1: C1CCC(C1)C(CC#N)N2C=C(C=N2)C3=C4C=CNC4=NC=N3. Drug 2: CCC1(CC2CC(C3=C(CCN(C2)C1)C4=CC=CC=C4N3)(C5=C(C=C6C(=C5)C78CCN9C7C(C=CC9)(C(C(C8N6C=O)(C(=O)OC)O)OC(=O)C)CC)OC)C(=O)OC)O.OS(=O)(=O)O. Cell line: HOP-92. Synergy scores: CSS=30.7, Synergy_ZIP=-1.77, Synergy_Bliss=2.80, Synergy_Loewe=-10.9, Synergy_HSA=3.76.